Dataset: Full USPTO retrosynthesis dataset with 1.9M reactions from patents (1976-2016). Task: Predict the reactants needed to synthesize the given product. (1) Given the product [NH2:34][C@@H:4]([CH2:3][C:1]#[N:2])[C:5]([NH:7][C@@H:8]([CH2:25][C:26]1[CH:31]=[CH:30][C:29]([O:32][CH3:33])=[CH:28][CH:27]=1)[C:9]([NH:11][C@@H:12]([CH2:19][C:20]1[CH2:24][CH2:23][CH2:22][CH:21]=1)[C:13]([C@@:15]1([CH3:18])[CH2:17][O:16]1)=[O:14])=[O:10])=[O:6], predict the reactants needed to synthesize it. The reactants are: [C:1]([CH2:3][C@H:4]([NH:34]C(=O)OC(C)(C)C)[C:5]([NH:7][C@@H:8]([CH2:25][C:26]1[CH:31]=[CH:30][C:29]([O:32][CH3:33])=[CH:28][CH:27]=1)[C:9]([NH:11][C@@H:12]([CH2:19][C:20]1[CH2:24][CH2:23][CH2:22][CH:21]=1)[C:13]([C@@:15]1([CH3:18])[CH2:17][O:16]1)=[O:14])=[O:10])=[O:6])#[N:2].C(O)(C(F)(F)F)=O. (2) Given the product [CH3:22][O:9][C:8](=[O:10])[CH:7]([C:11]1[CH:16]=[CH:15][C:14]([S:17][C:18]([F:21])([F:19])[F:20])=[CH:13][CH:12]=1)[CH2:6][CH:1]1[CH2:5][CH2:4][CH2:3][CH2:2]1, predict the reactants needed to synthesize it. The reactants are: [CH:1]1([CH2:6][CH:7]([C:11]2[CH:16]=[CH:15][C:14]([S:17][C:18]([F:21])([F:20])[F:19])=[CH:13][CH:12]=2)[C:8]([OH:10])=[O:9])[CH2:5][CH2:4][CH2:3][CH2:2]1.[CH3:22]O.